Dataset: Catalyst prediction with 721,799 reactions and 888 catalyst types from USPTO. Task: Predict which catalyst facilitates the given reaction. (1) Reactant: [CH2:1]1[CH2:11][C:9](=[O:10])[C:8]2[C:3](=[CH:4][CH:5]=[CH:6][CH:7]=2)[CH2:2]1.Br[C:13]1[CH:14]=[C:15](C=[CH:19][CH:20]=1)C=O.[OH-].[Na+]. Product: [C:2]1([CH:1]=[CH:11][C:9]([C:8]2[CH:7]=[CH:6][CH:5]=[CH:4][CH:3]=2)=[O:10])[CH:15]=[CH:14][CH:13]=[CH:20][CH:19]=1. The catalyst class is: 8. (2) Reactant: CCCC[N+](CCCC)(CCCC)CCCC.[F-].C(O)(=O)C.[CH3:23][C:24]1[CH:29]=[CH:28][C:27]([S:30]([O:33][CH2:34][CH2:35][O:36][C:37]2[N:42]3[C:43]([NH:62][C:63]4[CH:72]=[CH:71][C:66]5[O:67][CH2:68][CH2:69][O:70][C:65]=5[CH:64]=4)=[C:44]([C:46]4[C:51]([CH3:52])=[CH:50][C:49]([O:53][Si](C(C)(C)C)(C)C)=[CH:48][C:47]=4[CH3:61])[N:45]=[C:41]3[CH:40]=[CH:39][CH:38]=2)(=[O:32])=[O:31])=[CH:26][CH:25]=1. Product: [CH3:23][C:24]1[CH:29]=[CH:28][C:27]([S:30]([O:33][CH2:34][CH2:35][O:36][C:37]2[N:42]3[C:43]([NH:62][C:63]4[CH:72]=[CH:71][C:66]5[O:67][CH2:68][CH2:69][O:70][C:65]=5[CH:64]=4)=[C:44]([C:46]4[C:51]([CH3:52])=[CH:50][C:49]([OH:53])=[CH:48][C:47]=4[CH3:61])[N:45]=[C:41]3[CH:40]=[CH:39][CH:38]=2)(=[O:32])=[O:31])=[CH:26][CH:25]=1. The catalyst class is: 1. (3) Reactant: [CH3:1][C:2]1([CH3:14])[O:6][C:5](=[O:7])[NH:4][C@H:3]1[C:8]1[CH:13]=[CH:12][CH:11]=[CH:10][CH:9]=1.[Cl:15][C:16]1[CH:21]=[C:20](I)[CH:19]=[CH:18][N:17]=1.P([O-])([O-])([O-])=O.[K+].[K+].[K+]. Product: [Cl:15][C:16]1[CH:21]=[C:20]([N:4]2[C@@H:3]([C:8]3[CH:9]=[CH:10][CH:11]=[CH:12][CH:13]=3)[C:2]([CH3:14])([CH3:1])[O:6][C:5]2=[O:7])[CH:19]=[CH:18][N:17]=1. The catalyst class is: 321. (4) Reactant: [NH2:1][CH2:2][CH2:3][CH2:4][O:5][CH2:6][CH2:7][O:8][CH2:9][CH2:10][O:11][CH2:12][CH2:13][CH2:14][NH:15][CH2:16][C:17](=[O:40])[NH:18][CH2:19][CH2:20][CH2:21][O:22][CH2:23][CH2:24][O:25][CH2:26][CH2:27][O:28][CH2:29][CH2:30][CH2:31][NH:32][C:33](=[O:39])[O:34][C:35]([CH3:38])([CH3:37])[CH3:36].[CH2:41]([O:43][C:44]1[C:45](=O)[C:46](=[O:51])[C:47]=1[O:48]CC)[CH3:42]. Product: [CH2:41]([O:43][C:44]1[C:47](=[O:48])[C:46](=[O:51])[C:45]=1[NH:1][CH2:2][CH2:3][CH2:4][O:5][CH2:6][CH2:7][O:8][CH2:9][CH2:10][O:11][CH2:12][CH2:13][CH2:14][NH:15][CH2:16][C:17](=[O:40])[NH:18][CH2:19][CH2:20][CH2:21][O:22][CH2:23][CH2:24][O:25][CH2:26][CH2:27][O:28][CH2:29][CH2:30][CH2:31][NH:32][C:33](=[O:39])[O:34][C:35]([CH3:36])([CH3:37])[CH3:38])[CH3:42]. The catalyst class is: 2. (5) Reactant: [F:1][C:2]1[CH:7]=[C:6]([NH:8][C:9]([C:11]2[CH:12]=[N:13][NH:14][CH:15]=2)=[O:10])[CH:5]=[CH:4][C:3]=1[C@@H:16]1[O:21][CH2:20][CH2:19][N:18]([C:22]([O:24][C:25]([CH3:28])([CH3:27])[CH3:26])=[O:23])[CH2:17]1.Cl[C:30]1[CH:35]=[C:34]([C:36]([F:39])([F:38])[F:37])[N:33]=[CH:32][N:31]=1. Product: [F:1][C:2]1[CH:7]=[C:6]([NH:8][C:9]([C:11]2[CH:12]=[N:13][N:14]([C:30]3[CH:35]=[C:34]([C:36]([F:39])([F:38])[F:37])[N:33]=[CH:32][N:31]=3)[CH:15]=2)=[O:10])[CH:5]=[CH:4][C:3]=1[C@@H:16]1[O:21][CH2:20][CH2:19][N:18]([C:22]([O:24][C:25]([CH3:28])([CH3:27])[CH3:26])=[O:23])[CH2:17]1. The catalyst class is: 16. (6) The catalyst class is: 47. Product: [CH3:1][O:2][C:3](=[O:20])[CH2:4][CH2:5][N:6]([CH2:12][C:13]1[CH:14]=[CH:15][C:16]([Cl:19])=[CH:17][CH:18]=1)[CH:7]1[CH2:11][CH2:10][N:9]([CH2:28][CH2:29][CH:30]=[C:31]2[C:37]3[CH:38]=[CH:39][CH:40]=[N:41][C:36]=3[CH2:35][O:34][C:33]3[CH:42]=[CH:43][C:44]([C:46]([OH:49])([CH3:48])[CH3:47])=[CH:45][C:32]2=3)[CH2:8]1. Reactant: [CH3:1][O:2][C:3](=[O:20])[CH2:4][CH2:5][N:6]([CH2:12][C:13]1[CH:18]=[CH:17][C:16]([Cl:19])=[CH:15][CH:14]=1)[CH:7]1[CH2:11][CH2:10][NH:9][CH2:8]1.C(=O)([O-])[O-].[K+].[K+].Br[CH2:28][CH2:29]/[CH:30]=[C:31]1/[C:32]2[CH:45]=[C:44]([C:46]([OH:49])([CH3:48])[CH3:47])[CH:43]=[CH:42][C:33]=2[O:34][CH2:35][C:36]2[N:41]=[CH:40][CH:39]=[CH:38][C:37]/1=2. (7) The catalyst class is: 3. Reactant: C[Si](C)(C)CCOC[C:7]1([CH:23]([OH:30])[C:24]2[CH:29]=[CH:28][CH:27]=[CH:26][CH:25]=2)[CH:11]([S:12]([NH:15][C:16]2[O:20][N:19]=[C:18]([CH3:21])[C:17]=2[CH3:22])(=[O:14])=[O:13])[CH:10]=[CH:9][S:8]1.[F-].[Cs+]. Product: [CH3:21][C:18]1[C:17]([CH3:22])=[C:16]([NH:15][S:12]([C:11]2[CH:10]=[CH:9][S:8][C:7]=2[CH:23]([OH:30])[C:24]2[CH:29]=[CH:28][CH:27]=[CH:26][CH:25]=2)(=[O:14])=[O:13])[O:20][N:19]=1. (8) Reactant: [H-].[Na+].[CH2:3]([OH:10])[C:4]1[CH:9]=[CH:8][CH:7]=[CH:6][CH:5]=1.F[C:12]1[CH:19]=[CH:18][C:17]([F:20])=[CH:16][C:13]=1[C:14]#[N:15]. Product: [CH2:3]([O:10][C:12]1[CH:19]=[CH:18][C:17]([F:20])=[CH:16][C:13]=1[C:14]#[N:15])[C:4]1[CH:9]=[CH:8][CH:7]=[CH:6][CH:5]=1. The catalyst class is: 3. (9) Reactant: [C:1]1(=[O:7])[O:6][C:4](=[O:5])[CH:3]=[CH:2]1.[Cl:8][C:9]1[CH:17]=[C:16]2[C:12]([C:13]([NH2:18])=[N:14][NH:15]2)=[CH:11][CH:10]=1. Product: [Cl:8][C:9]1[CH:17]=[C:16]2[C:12]([C:13]([NH:18][C:1](=[O:7])[CH:2]=[CH:3][C:4]([OH:6])=[O:5])=[N:14][NH:15]2)=[CH:11][CH:10]=1. The catalyst class is: 113. (10) Product: [OH:3][CH2:4][CH:6]1[CH2:7][N:8]([C:12]2[CH:17]=[CH:16][C:15]([CH:18]([CH3:19])[CH3:20])=[CH:14][CH:13]=2)[C:9](=[O:11])[CH2:10]1. The catalyst class is: 8. Reactant: C([O:3][C:4]([CH:6]1[CH2:10][C:9](=[O:11])[N:8]([C:12]2[CH:17]=[CH:16][C:15]([CH:18]([CH3:20])[CH3:19])=[CH:14][CH:13]=2)[CH2:7]1)=O)C.[BH4-].[Na+].